Dataset: Retrosynthesis with 50K atom-mapped reactions and 10 reaction types from USPTO. Task: Predict the reactants needed to synthesize the given product. (1) The reactants are: COCCN.O=[N+]([O-])c1cnc(Br)cn1. Given the product COCCNc1cnc([N+](=O)[O-])cn1, predict the reactants needed to synthesize it. (2) Given the product C#Cc1cc(CNC(=O)C=Cc2ccc(C(F)(F)F)nc2C)cc(F)c1NS(C)(=O)=O, predict the reactants needed to synthesize it. The reactants are: C#Cc1cc(CN)cc(F)c1NS(C)(=O)=O.Cc1nc(C(F)(F)F)ccc1C=CC(=O)O. (3) Given the product Fc1c(-c2ccccn2)cccc1-c1ccnc2nc(C(F)(F)F)ccc12, predict the reactants needed to synthesize it. The reactants are: FC(F)(F)c1ccc2c(Cl)ccnc2n1.OB(O)c1cccc(-c2ccccn2)c1F. (4) Given the product CCOC(=O)NN1CCc2ccccc2C(Oc2ccc(C(F)(F)F)cc2)C1, predict the reactants needed to synthesize it. The reactants are: CCOC(=O)Cl.NN1CCc2ccccc2C(Oc2ccc(C(F)(F)F)cc2)C1.